This data is from Reaction yield outcomes from USPTO patents with 853,638 reactions. The task is: Predict the reaction yield, written as a fraction of the theoretical maximum amount of product (1.0 means a 100% yield; for example, 0.34 means a 34% yield). (1) The yield is 0.980. The reactants are [C:1]([O:5][C:6]([N:8]1[CH2:12][CH:11]([OH:13])[CH2:10][N:9]1[C:14]([O:16][CH2:17][C:18]1[CH:23]=[CH:22][CH:21]=[CH:20][CH:19]=1)=[O:15])=[O:7])([CH3:4])([CH3:3])[CH3:2].[CH3:24][C:25]([CH3:30])([CH3:29])[C:26](Cl)=[O:27].ClCCl. The product is [C:1]([O:5][C:6]([N:8]1[CH2:12][CH:11]([O:13][C:26](=[O:27])[C:25]([CH3:30])([CH3:29])[CH3:24])[CH2:10][N:9]1[C:14]([O:16][CH2:17][C:18]1[CH:23]=[CH:22][CH:21]=[CH:20][CH:19]=1)=[O:15])=[O:7])([CH3:4])([CH3:2])[CH3:3]. The catalyst is N1C=CC=CC=1.CN(C)C1C=CN=CC=1. (2) The reactants are [Cl:1][C:2]1[CH:3]=[C:4]2[C:9](=[CH:10][C:11]=1[O:12][C:13]1[CH:21]=[CH:20][C:16]([C:17](O)=[O:18])=[CH:15][CH:14]=1)[O:8][CH2:7][CH2:6][CH:5]2[C:22]([O:24][CH2:25][CH3:26])=[O:23].[Cl:27][C:28]1[CH:29]=[C:30]([CH2:35][CH2:36][NH2:37])[CH:31]=[C:32]([Cl:34])[CH:33]=1.Cl.CN(C)CCCN=C=NCC.ON1C2N=CC=CC=2N=N1.C(N(CC)C(C)C)(C)C. The catalyst is CN(C=O)C.C(Cl)Cl. The product is [Cl:1][C:2]1[CH:3]=[C:4]2[C:9](=[CH:10][C:11]=1[O:12][C:13]1[CH:21]=[CH:20][C:16]([C:17](=[O:18])[NH:37][CH2:36][CH2:35][C:30]3[CH:29]=[C:28]([Cl:27])[CH:33]=[C:32]([Cl:34])[CH:31]=3)=[CH:15][CH:14]=1)[O:8][CH2:7][CH2:6][CH:5]2[C:22]([O:24][CH2:25][CH3:26])=[O:23]. The yield is 0.968. (3) The reactants are O.[NH2:2][NH2:3].[F:4][C:5]([F:19])([F:18])[C:6]([F:17])([F:16])[C:7](=O)[CH2:8][C:9](=O)[C:10]([CH3:13])([CH3:12])[CH3:11]. The catalyst is C(O)C. The product is [C:10]([C:9]1[CH:8]=[C:7]([C:6]([F:17])([F:16])[C:5]([F:19])([F:18])[F:4])[NH:3][N:2]=1)([CH3:13])([CH3:12])[CH3:11]. The yield is 0.790. (4) The reactants are [CH2:1]([C:5]1[N:6]=[C:7]([CH3:27])[NH:8][C:9](=[O:26])[C:10]=1[CH2:11][C:12]1[CH:17]=[CH:16][C:15]([C:18]2[C:19]([C:24]#[N:25])=[CH:20][CH:21]=[CH:22][CH:23]=2)=[CH:14][CH:13]=1)[CH2:2][CH2:3][CH3:4].C(=O)([O-])[O-].[K+].[K+].Cl.Cl[CH2:36][C:37]1[N:38]=[C:39]([CH3:42])[S:40][CH:41]=1.CN(C)C=O. The catalyst is C(OCC)(=O)C. The product is [CH2:1]([C:5]1[N:6]=[C:7]([CH3:27])[N:8]([CH2:36][C:37]2[N:38]=[C:39]([CH3:42])[S:40][CH:41]=2)[C:9](=[O:26])[C:10]=1[CH2:11][C:12]1[CH:17]=[CH:16][C:15]([C:18]2[C:19]([C:24]#[N:25])=[CH:20][CH:21]=[CH:22][CH:23]=2)=[CH:14][CH:13]=1)[CH2:2][CH2:3][CH3:4]. The yield is 0.550. (5) The reactants are [CH2:1]([N:8]([CH2:10][C:11]1[C:12]([C:43](O)=[O:44])=[C:13]([N:28]([CH2:34][C:35]2[C:40]([F:41])=[CH:39][CH:38]=[CH:37][C:36]=2[F:42])[C:29](OCC)=[O:30])[S:14][C:15]=1[C:16]1[CH:21]=[CH:20][C:19]([NH:22][C:23]([NH:25][O:26][CH3:27])=[O:24])=[CH:18][CH:17]=1)[CH3:9])[C:2]1[CH:7]=[CH:6][CH:5]=[CH:4][CH:3]=1.[NH2:46][CH:47]1[CH2:52][CH2:51][CH:50]([OH:53])[CH2:49][CH2:48]1. No catalyst specified. The product is [CH2:1]([N:8]([CH2:10][C:11]1[C:12]2[C:43](=[O:44])[N:46]([CH:47]3[CH2:52][CH2:51][CH:50]([OH:53])[CH2:49][CH2:48]3)[C:29](=[O:30])[N:28]([CH2:34][C:35]3[C:40]([F:41])=[CH:39][CH:38]=[CH:37][C:36]=3[F:42])[C:13]=2[S:14][C:15]=1[C:16]1[CH:17]=[CH:18][C:19]([NH:22][C:23]([NH:25][O:26][CH3:27])=[O:24])=[CH:20][CH:21]=1)[CH3:9])[C:2]1[CH:3]=[CH:4][CH:5]=[CH:6][CH:7]=1. The yield is 0.480.